This data is from Forward reaction prediction with 1.9M reactions from USPTO patents (1976-2016). The task is: Predict the product of the given reaction. (1) Given the reactants [CH3:1][O:2][C:3]1[CH:4]=[CH:5][C:6]2[S:11](=[O:13])(=[O:12])[NH:10][N:9]=[CH:8][C:7]=2[CH:14]=1.[CH3:15]I, predict the reaction product. The product is: [CH3:15][N:10]1[N:9]=[CH:8][C:7]2[CH:14]=[C:3]([O:2][CH3:1])[CH:4]=[CH:5][C:6]=2[S:11]1(=[O:13])=[O:12]. (2) Given the reactants Br[C:2]1[CH:7]=[CH:6][C:5]([C:8]2[N:9]([CH2:14][C@@H:15]3[CH2:19][CH2:18][N:17]([C:20]([CH:22]4[CH2:24][CH2:23]4)=[O:21])[CH2:16]3)[C:10](=[O:13])[NH:11][N:12]=2)=[CH:4][CH:3]=1.[Cl:25][C:26]1[CH:31]=[CH:30][C:29](B(O)O)=[CH:28][CH:27]=1.[O-]P([O-])([O-])=O.[K+].[K+].[K+], predict the reaction product. The product is: [Cl:25][C:26]1[CH:31]=[CH:30][C:29]([C:2]2[CH:7]=[CH:6][C:5]([C:8]3[N:9]([CH2:14][C@@H:15]4[CH2:19][CH2:18][N:17]([C:20]([CH:22]5[CH2:24][CH2:23]5)=[O:21])[CH2:16]4)[C:10](=[O:13])[NH:11][N:12]=3)=[CH:4][CH:3]=2)=[CH:28][CH:27]=1. (3) Given the reactants [CH:1]1[C:10]2[C:5](=[CH:6][C:7]([C:11]3[N:12]=[N:13][NH:14][C:15]=3[CH2:16][C@@H:17]([NH:25]C(OC(C)(C)C)=O)[CH2:18][C:19]3[CH:24]=[CH:23][CH:22]=[CH:21][CH:20]=3)=[CH:8][CH:9]=2)[CH:4]=[CH:3][N:2]=1.N(C[C@@H](NC(OC(C)(C)C)=O)CC1C=CC=CC=1)=[N+]=[N-].C(C1C=C2C(=CC=1)C=NC=C2)#C.O=C1O[C@H]([C@H](CO)O)C([O-])=C1O.[Na+], predict the reaction product. The product is: [CH:1]1[C:10]2[C:5](=[CH:6][C:7]([C:11]3[N:12]=[N:13][NH:14][C:15]=3[CH2:16][C@@H:17]([NH2:25])[CH2:18][C:19]3[CH:20]=[CH:21][CH:22]=[CH:23][CH:24]=3)=[CH:8][CH:9]=2)[CH:4]=[CH:3][N:2]=1. (4) Given the reactants [NH2:1][C:2]1[N:6]([C@@H:7]2[O:19][C@H:18]([CH2:20][O:21][C:22](=[O:24])[CH3:23])[C@@H:13]([O:14][C:15](=[O:17])[CH3:16])[C@H:8]2[O:9][C:10](=[O:12])[CH3:11])[C:5]2[CH:25]=[CH:26][CH:27]=[CH:28][C:4]=2[N:3]=1.[Cl:29][CH2:30][CH2:31][CH2:32][O:33][C:34]1[CH:35]=[C:36]([CH:39]=[CH:40][C:41]=1[O:42][CH2:43][CH3:44])[CH:37]=O.C(O[BH-](OC(=O)C)OC(=O)C)(=O)C.[Na+].O, predict the reaction product. The product is: [Cl:29][CH2:30][CH2:31][CH2:32][O:33][C:34]1[CH:35]=[C:36]([CH:39]=[CH:40][C:41]=1[O:42][CH2:43][CH3:44])[CH2:37][NH:1][C:2]1[N:6]([C@@H:7]2[O:19][C@H:18]([CH2:20][O:21][C:22](=[O:24])[CH3:23])[C@@H:13]([O:14][C:15](=[O:17])[CH3:16])[C@H:8]2[O:9][C:10](=[O:12])[CH3:11])[C:5]2[CH:25]=[CH:26][CH:27]=[CH:28][C:4]=2[N:3]=1. (5) Given the reactants [Cl:1][C:2]1[CH:18]=[C:17]([N+:19]([O-:21])=[O:20])[CH:16]=[CH:15][C:3]=1[O:4][C:5]1[CH:6]=[C:7]([CH:12]=[CH:13][CH:14]=1)[C:8]([O:10]C)=[O:9].C(O)(C)C.[OH-].[Na+], predict the reaction product. The product is: [Cl:1][C:2]1[CH:18]=[C:17]([N+:19]([O-:21])=[O:20])[CH:16]=[CH:15][C:3]=1[O:4][C:5]1[CH:6]=[C:7]([CH:12]=[CH:13][CH:14]=1)[C:8]([OH:10])=[O:9].